From a dataset of Catalyst prediction with 721,799 reactions and 888 catalyst types from USPTO. Predict which catalyst facilitates the given reaction. (1) The catalyst class is: 5. Reactant: Cl.[Br:2][C:3]1[CH:8]=[CH:7][C:6]([CH2:9][NH2:10])=[CH:5][CH:4]=1.C[O-].[Na+].[CH2:14]([O:16][CH:17]([O:22][CH2:23][CH3:24])[C:18](=[NH:21])OC)[CH3:15]. Product: [Br:2][C:3]1[CH:8]=[CH:7][C:6]([CH2:9][NH:10][C:18](=[NH:21])[CH:17]([O:22][CH2:23][CH3:24])[O:16][CH2:14][CH3:15])=[CH:5][CH:4]=1. (2) Reactant: Br[C:2]1(Br)[C:4]2([CH2:8][C@@H:7]([C:9]([OH:11])=[O:10])[N:6]([C:12]([O:14][C:15]([CH3:18])([CH3:17])[CH3:16])=[O:13])[CH2:5]2)[CH2:3]1.C[Si]([SiH]([Si](C)(C)C)[Si](C)(C)C)(C)C.CC(N=NC(C#N)(C)C)(C#N)C. Product: [C:15]([O:14][C:12]([N:6]1[C@H:7]([C:9]([OH:11])=[O:10])[CH2:8][C:4]2([CH2:3][CH2:2]2)[CH2:5]1)=[O:13])([CH3:18])([CH3:16])[CH3:17]. The catalyst class is: 260. (3) Reactant: [CH3:1][N:2]1[CH2:7][CH2:6][C:5]([CH2:9][N+:10]([O-])=O)([OH:8])[CH2:4][CH2:3]1. Product: [NH2:10][CH2:9][C:5]1([OH:8])[CH2:6][CH2:7][N:2]([CH3:1])[CH2:3][CH2:4]1. The catalyst class is: 421. (4) Reactant: [OH:1][C:2]1[CH:9]=[CH:8][C:5]([C:6]#[N:7])=[CH:4][CH:3]=1.[H-].[Na+].CS(C)=O.Br[C:17]1[S:21][C:20]([CH:22]=[O:23])=[CH:19][CH:18]=1. Product: [CH:22]([C:20]1[S:21][C:17]([O:1][C:2]2[CH:9]=[CH:8][C:5]([C:6]#[N:7])=[CH:4][CH:3]=2)=[CH:18][CH:19]=1)=[O:23]. The catalyst class is: 6. (5) Reactant: [CH3:1][C:2]1[CH2:7][CH2:6][CH2:5][C:4]([CH3:9])([CH3:8])[C:3]=1[CH:10]=[O:11].[CH3:12][Mg]I.[Cl-].[NH4+]. Product: [CH3:1][C:2]1[CH2:7][CH2:6][CH2:5][C:4]([CH3:8])([CH3:9])[C:3]=1[CH:10]([OH:11])[CH3:12]. The catalyst class is: 30. (6) Reactant: [F:1][C:2]1[CH:3]=[CH:4][C:5]([S:27]([CH3:30])(=[O:29])=[O:28])=[C:6]([S:8]([NH:11][C:12]2[CH:13]=[C:14]3[C:18](=[CH:19][CH:20]=2)[NH:17][N:16]=[C:15]3[C:21]2[CH:26]=[CH:25][CH:24]=[CH:23][CH:22]=2)(=[O:10])=[O:9])[CH:7]=1.N[C:32]1C=C2C(=[CH:39][CH:40]=1)NN=C2C1C=CC=CC=1.FC1C=CC(S(C)(=O)=O)=C(S(Cl)(=O)=[O:55])C=1. Product: [CH:40]([O:55][CH:26]([CH3:25])[CH3:21])([CH3:39])[CH3:32].[F:1][C:2]1[CH:3]=[CH:4][C:5]([S:27]([CH3:30])(=[O:29])=[O:28])=[C:6]([S:8]([NH:11][C:12]2[CH:13]=[C:14]3[C:18](=[CH:19][CH:20]=2)[NH:17][N:16]=[C:15]3[C:21]2[CH:26]=[CH:25][CH:24]=[CH:23][CH:22]=2)(=[O:10])=[O:9])[CH:7]=1. The catalyst class is: 17. (7) Reactant: [CH3:1][C:2]1[CH:3]=[C:4]([NH:11][NH2:12])[CH:5]=[CH:6][C:7]=1[N+:8]([O-:10])=[O:9].[C:13](OC)(=[O:18])[CH2:14][C:15]([CH3:17])=O. Product: [CH3:17][C:15]1[NH:12][N:11]([C:4]2[CH:5]=[CH:6][C:7]([N+:8]([O-:10])=[O:9])=[C:2]([CH3:1])[CH:3]=2)[C:13](=[O:18])[CH:14]=1. The catalyst class is: 11.